This data is from Full USPTO retrosynthesis dataset with 1.9M reactions from patents (1976-2016). The task is: Predict the reactants needed to synthesize the given product. (1) Given the product [ClH:34].[Cl:34][C:18]1[CH:17]=[C:16]([NH:15][C:13]2[C:14]3[N:6]([CH2:5][CH2:4][NH:3][C:40](=[O:41])[CH2:39][S:36]([CH3:35])(=[O:38])=[O:37])[CH:7]=[CH:8][C:9]=3[N:10]=[CH:11][N:12]=2)[CH:21]=[CH:20][C:19]=1[O:22][C:23]1[CH:28]=[CH:27][CH:26]=[C:25]([O:29][CH2:30][CH:31]2[CH2:33][CH2:32]2)[CH:24]=1, predict the reactants needed to synthesize it. The reactants are: Cl.Cl.[NH2:3][CH2:4][CH2:5][N:6]1[C:14]2[C:13]([NH:15][C:16]3[CH:21]=[CH:20][C:19]([O:22][C:23]4[CH:28]=[CH:27][CH:26]=[C:25]([O:29][CH2:30][CH:31]5[CH2:33][CH2:32]5)[CH:24]=4)=[C:18]([Cl:34])[CH:17]=3)=[N:12][CH:11]=[N:10][C:9]=2[CH:8]=[CH:7]1.[CH3:35][S:36]([CH2:39][C:40](O)=[O:41])(=[O:38])=[O:37].ON1C2C=CC=CC=2N=N1.Cl.C(N=C=NCCCN(C)C)C. (2) Given the product [Cl:15][C:16]1[CH:24]=[CH:23][CH:22]=[C:21]([C:25]([F:27])([F:28])[F:26])[C:17]=1[C:18]([N:4]1[C:5]2[C:10](=[C:9]([F:11])[CH:8]=[CH:7][CH:6]=2)[C:2]([Br:1])=[N:3]1)=[O:19], predict the reactants needed to synthesize it. The reactants are: [Br:1][C:2]1[C:10]2[C:5](=[CH:6][CH:7]=[CH:8][C:9]=2[F:11])[NH:4][N:3]=1.C(Cl)Cl.[Cl:15][C:16]1[CH:24]=[CH:23][CH:22]=[C:21]([C:25]([F:28])([F:27])[F:26])[C:17]=1[C:18](Cl)=[O:19].